This data is from Full USPTO retrosynthesis dataset with 1.9M reactions from patents (1976-2016). The task is: Predict the reactants needed to synthesize the given product. (1) The reactants are: [H-].[Na+].[O:3]([CH2:10][C:11]1[CH:20]=[C:14]2[C:15](=[O:19])[NH:16][CH2:17][CH2:18][N:13]2[N:12]=1)[C:4]1[CH:9]=[CH:8][CH:7]=[CH:6][CH:5]=1.I[CH3:22].[NH4+].[Cl-]. Given the product [CH3:22][N:16]1[CH2:17][CH2:18][N:13]2[N:12]=[C:11]([CH2:10][O:3][C:4]3[CH:5]=[CH:6][CH:7]=[CH:8][CH:9]=3)[CH:20]=[C:14]2[C:15]1=[O:19], predict the reactants needed to synthesize it. (2) Given the product [OH:15][CH2:19][CH2:18][O:1][CH:2]1[CH2:7][CH2:6][CH2:5][N:4]([C:8]([O:10][C:11]([CH3:14])([CH3:13])[CH3:12])=[O:9])[CH2:3]1, predict the reactants needed to synthesize it. The reactants are: [OH:1][CH:2]1[CH2:7][CH2:6][CH2:5][N:4]([C:8]([O:10][C:11]([CH3:14])([CH3:13])[CH3:12])=[O:9])[CH2:3]1.[O:15]1[CH2:19][CH2:18]OC1=O. (3) The reactants are: [CH2:1]([C:5]1[NH:10][C:9](=[O:11])[C:8]([CH2:12][C:13](=[O:18])[C:14]([CH3:17])([CH3:16])[CH3:15])=[C:7]([CH3:19])[N:6]=1)[CH2:2][CH2:3][CH3:4].Br[CH2:21][C:22]1[CH:27]=[CH:26][C:25]([C:28]2[C:29]([C:34]#[N:35])=[CH:30][CH:31]=[CH:32][CH:33]=2)=[CH:24][CH:23]=1.C(=O)([O-])[O-].[K+].[K+].C(OCC)(=O)C. Given the product [CH2:1]([C:5]1[N:10]([CH2:21][C:22]2[CH:23]=[CH:24][C:25]([C:28]3[C:29]([C:34]#[N:35])=[CH:30][CH:31]=[CH:32][CH:33]=3)=[CH:26][CH:27]=2)[C:9](=[O:11])[C:8]([CH2:12][C:13](=[O:18])[C:14]([CH3:17])([CH3:16])[CH3:15])=[C:7]([CH3:19])[N:6]=1)[CH2:2][CH2:3][CH3:4], predict the reactants needed to synthesize it. (4) Given the product [C:1]([C:3]1[CH:8]=[C:7]([CH3:9])[CH:6]=[CH:5][C:4]=1[C:10]1[CH:15]=[C:14]([CH2:16][OH:17])[CH:13]=[C:12]([C:18]([NH:32][C@@H:30]([C:27]2[CH:28]=[N:29][C:24]([CH3:23])=[CH:25][CH:26]=2)[CH3:31])=[O:20])[CH:11]=1)#[N:2], predict the reactants needed to synthesize it. The reactants are: [C:1]([C:3]1[CH:8]=[C:7]([CH3:9])[CH:6]=[CH:5][C:4]=1[C:10]1[CH:15]=[C:14]([CH2:16][OH:17])[CH:13]=[C:12]([C:18]([OH:20])=O)[CH:11]=1)#[N:2].Cl.Cl.[CH3:23][C:24]1[N:29]=[CH:28][C:27]([C@H:30]([NH2:32])[CH3:31])=[CH:26][CH:25]=1.F[P-](F)(F)(F)(F)F.C[N+](C)=C(N(C)C)ON1C2N=CC=CC=2N=N1.C(N(CC)C(C)C)(C)C. (5) Given the product [F:1][C:2]1[CH:28]=[CH:27][C:26]([F:29])=[CH:25][C:3]=1[CH2:4][N:5]1[C:10](=[O:11])[CH2:9][NH:8][C:7]2[N:12]=[CH:13][C:14]([C:16]3[CH:17]=[CH:18][C:19]([C:20]([N:38]4[CH2:39][CH2:40][CH:35]([N:30]5[CH2:34][CH2:33][CH2:32][CH2:31]5)[CH2:36][CH2:37]4)=[O:21])=[CH:23][CH:24]=3)=[CH:15][C:6]1=2, predict the reactants needed to synthesize it. The reactants are: [F:1][C:2]1[CH:28]=[CH:27][C:26]([F:29])=[CH:25][C:3]=1[CH2:4][N:5]1[C:10](=[O:11])[CH2:9][NH:8][C:7]2[N:12]=[CH:13][C:14]([C:16]3[CH:24]=[CH:23][C:19]([C:20](O)=[O:21])=[CH:18][CH:17]=3)=[CH:15][C:6]1=2.[N:30]1([CH:35]2[CH2:40][CH2:39][NH:38][CH2:37][CH2:36]2)[CH2:34][CH2:33][CH2:32][CH2:31]1. (6) Given the product [F:13][C:14]1[CH:19]=[C:18]([CH2:20][C:25](=[O:27])[CH3:26])[CH:17]=[CH:16][N:15]=1, predict the reactants needed to synthesize it. The reactants are: C(NC(C)C)(C)C.C([Li])CCC.[F:13][C:14]1[CH:19]=[C:18]([CH3:20])[CH:17]=[CH:16][N:15]=1.COCN[C:25](=[O:27])[CH3:26]. (7) The reactants are: [C:1]([C:5]1[CH:9]=[C:8]([NH:10][C:11]([NH:13][C:14]2[C:23]3[C:18](=[CH:19][CH:20]=[CH:21][CH:22]=3)[C:17]([O:24][C:25]3[CH:30]=[CH:29][N:28]=[C:27](Cl)[N:26]=3)=[CH:16][CH:15]=2)=[O:12])[N:7]([C:32]2[CH:37]=[CH:36][CH:35]=[C:34]([CH2:38][P:39]([CH3:42])([CH3:41])=[O:40])[CH:33]=2)[N:6]=1)([CH3:4])([CH3:3])[CH3:2].[NH2:43][C:44]1[CH:45]=[C:46]([CH:58]=[C:59]([O:61][CH3:62])[CH:60]=1)[C:47]([NH:49][CH2:50][CH2:51][N:52]1[CH2:57][CH2:56][O:55][CH2:54][CH2:53]1)=[O:48]. Given the product [C:1]([C:5]1[CH:9]=[C:8]([NH:10][C:11](=[O:12])[NH:13][C:14]2[C:23]3[C:18](=[CH:19][CH:20]=[CH:21][CH:22]=3)[C:17]([O:24][C:25]3[CH:30]=[CH:29][N:28]=[C:27]([NH:43][C:44]4[CH:45]=[C:46]([CH:58]=[C:59]([O:61][CH3:62])[CH:60]=4)[C:47]([NH:49][CH2:50][CH2:51][N:52]4[CH2:57][CH2:56][O:55][CH2:54][CH2:53]4)=[O:48])[N:26]=3)=[CH:16][CH:15]=2)[N:7]([C:32]2[CH:37]=[CH:36][CH:35]=[C:34]([CH2:38][P:39]([CH3:42])([CH3:41])=[O:40])[CH:33]=2)[N:6]=1)([CH3:4])([CH3:3])[CH3:2], predict the reactants needed to synthesize it.